Predict the product of the given reaction. From a dataset of Forward reaction prediction with 1.9M reactions from USPTO patents (1976-2016). (1) Given the reactants Cl[C:2]([O:4][CH2:5][CH3:6])=[O:3].[S:7]1[CH:11]=[CH:10][N:9]=[CH:8]1.C([C:14](CC)([C:19]([O-:21])=[O:20])[C:15]([O:17][Li])=[O:16])C.[CH2:24](C(CC)(C([O-])=O)C([O-])=O)[CH3:25].C[Si]([N-][Si](C)(C)C)(C)C.[Li+].O1CC[CH2:47][CH2:46]1, predict the reaction product. The product is: [CH2:5]([O:4][C:2]([N:9]1[CH:10]=[CH:11][S:7][CH:8]1[CH:14]([C:19]([O:21][CH2:46][CH3:47])=[O:20])[C:15]([O:17][CH2:24][CH3:25])=[O:16])=[O:3])[CH3:6]. (2) Given the reactants [CH2:1]([N:8]([C:34]([O:36][C:37]([CH3:40])([CH3:39])[CH3:38])=[O:35])[C:9]1[CH:14]=[CH:13][C:12]([C:15]2[N:20]=[CH:19][N:18]=[C:17]([NH:21][C@H:22]([C:30]([O:32]C)=[O:31])[CH2:23][C:24]3[CH:29]=[CH:28][CH:27]=[CH:26][CH:25]=3)[CH:16]=2)=[CH:11][CH:10]=1)[C:2]1[CH:7]=[CH:6][CH:5]=[CH:4][CH:3]=1.[OH-].[Na+], predict the reaction product. The product is: [CH2:1]([N:8]([C:34]([O:36][C:37]([CH3:40])([CH3:39])[CH3:38])=[O:35])[C:9]1[CH:10]=[CH:11][C:12]([C:15]2[N:20]=[CH:19][N:18]=[C:17]([NH:21][C@H:22]([C:30]([OH:32])=[O:31])[CH2:23][C:24]3[CH:29]=[CH:28][CH:27]=[CH:26][CH:25]=3)[CH:16]=2)=[CH:13][CH:14]=1)[C:2]1[CH:7]=[CH:6][CH:5]=[CH:4][CH:3]=1.